From a dataset of NCI-60 drug combinations with 297,098 pairs across 59 cell lines. Regression. Given two drug SMILES strings and cell line genomic features, predict the synergy score measuring deviation from expected non-interaction effect. (1) Drug 1: CCC1=CC2CC(C3=C(CN(C2)C1)C4=CC=CC=C4N3)(C5=C(C=C6C(=C5)C78CCN9C7C(C=CC9)(C(C(C8N6C)(C(=O)OC)O)OC(=O)C)CC)OC)C(=O)OC.C(C(C(=O)O)O)(C(=O)O)O. Drug 2: C1CN1P(=S)(N2CC2)N3CC3. Cell line: SF-539. Synergy scores: CSS=53.3, Synergy_ZIP=-4.70, Synergy_Bliss=-2.46, Synergy_Loewe=-3.26, Synergy_HSA=-0.366. (2) Drug 1: CCC1=CC2CC(C3=C(CN(C2)C1)C4=CC=CC=C4N3)(C5=C(C=C6C(=C5)C78CCN9C7C(C=CC9)(C(C(C8N6C)(C(=O)OC)O)OC(=O)C)CC)OC)C(=O)OC.C(C(C(=O)O)O)(C(=O)O)O. Drug 2: CCC1(C2=C(COC1=O)C(=O)N3CC4=CC5=C(C=CC(=C5CN(C)C)O)N=C4C3=C2)O.Cl. Cell line: UACC62. Synergy scores: CSS=49.2, Synergy_ZIP=-7.02, Synergy_Bliss=-2.93, Synergy_Loewe=-1.80, Synergy_HSA=0.119. (3) Drug 1: CCC1=C2CN3C(=CC4=C(C3=O)COC(=O)C4(CC)O)C2=NC5=C1C=C(C=C5)O. Drug 2: C1=NC2=C(N1)C(=S)N=CN2. Cell line: LOX IMVI. Synergy scores: CSS=45.8, Synergy_ZIP=1.10, Synergy_Bliss=3.20, Synergy_Loewe=-10.2, Synergy_HSA=1.76. (4) Drug 1: C1CCC(C(C1)N)N.C(=O)(C(=O)[O-])[O-].[Pt+4]. Drug 2: CC1C(C(CC(O1)OC2CC(CC3=C2C(=C4C(=C3O)C(=O)C5=C(C4=O)C(=CC=C5)OC)O)(C(=O)CO)O)N)O.Cl. Cell line: NCI-H522. Synergy scores: CSS=60.6, Synergy_ZIP=0.215, Synergy_Bliss=2.21, Synergy_Loewe=-3.21, Synergy_HSA=6.04. (5) Drug 1: CN(C)C1=NC(=NC(=N1)N(C)C)N(C)C. Drug 2: CCC(=C(C1=CC=CC=C1)C2=CC=C(C=C2)OCCN(C)C)C3=CC=CC=C3.C(C(=O)O)C(CC(=O)O)(C(=O)O)O. Cell line: NCIH23. Synergy scores: CSS=-3.29, Synergy_ZIP=-0.301, Synergy_Bliss=-6.29, Synergy_Loewe=-7.74, Synergy_HSA=-7.25. (6) Drug 1: C1CCC(C1)C(CC#N)N2C=C(C=N2)C3=C4C=CNC4=NC=N3. Drug 2: C1CN(P(=O)(OC1)NCCCl)CCCl. Cell line: SK-MEL-5. Synergy scores: CSS=-16.1, Synergy_ZIP=9.08, Synergy_Bliss=-2.71, Synergy_Loewe=-20.3, Synergy_HSA=-20.9. (7) Drug 1: CC12CCC3C(C1CCC2=O)CC(=C)C4=CC(=O)C=CC34C. Drug 2: CC1=CC2C(CCC3(C2CCC3(C(=O)C)OC(=O)C)C)C4(C1=CC(=O)CC4)C. Cell line: HT29. Synergy scores: CSS=10.2, Synergy_ZIP=0.976, Synergy_Bliss=-6.44, Synergy_Loewe=-44.3, Synergy_HSA=-7.10. (8) Drug 1: C1CN1P(=S)(N2CC2)N3CC3. Drug 2: C#CCC(CC1=CN=C2C(=N1)C(=NC(=N2)N)N)C3=CC=C(C=C3)C(=O)NC(CCC(=O)O)C(=O)O. Cell line: SF-295. Synergy scores: CSS=38.6, Synergy_ZIP=-5.94, Synergy_Bliss=-5.04, Synergy_Loewe=-7.78, Synergy_HSA=-1.83. (9) Synergy scores: CSS=10.1, Synergy_ZIP=-0.278, Synergy_Bliss=3.57, Synergy_Loewe=2.66, Synergy_HSA=2.32. Cell line: PC-3. Drug 1: CN(C)N=NC1=C(NC=N1)C(=O)N. Drug 2: CN1C2=C(C=C(C=C2)N(CCCl)CCCl)N=C1CCCC(=O)O.Cl.